From a dataset of Forward reaction prediction with 1.9M reactions from USPTO patents (1976-2016). Predict the product of the given reaction. Given the reactants Cl[C:2]1[CH:7]=[C:6]([C:8]2[CH:13]=[CH:12][CH:11]=[CH:10][C:9]=2[F:14])[N:5]=[CH:4][N:3]=1.[CH2:15]([OH:20])[CH2:16][C:17]#[C:18][CH3:19].[H-].[Na+].O, predict the reaction product. The product is: [F:14][C:9]1[CH:10]=[CH:11][CH:12]=[CH:13][C:8]=1[C:6]1[CH:7]=[C:2]([O:20][CH2:15][CH2:16][C:17]#[C:18][CH3:19])[N:3]=[CH:4][N:5]=1.